This data is from Catalyst prediction with 721,799 reactions and 888 catalyst types from USPTO. The task is: Predict which catalyst facilitates the given reaction. (1) Reactant: [CH:1]([Si:4](OS(C(F)(F)F)(=O)=O)([CH:8]([CH3:10])[CH3:9])[CH:5]([CH3:7])[CH3:6])([CH3:3])[CH3:2].CCN(C(C)C)C(C)C.[Br:28][C:29]1[CH:37]=[C:36]2[C:32]([C:33]([CH3:39])([CH3:38])[CH2:34][NH:35]2)=[CH:31][C:30]=1[F:40]. Product: [Br:28][C:29]1[CH:37]=[C:36]2[C:32]([C:33]([CH3:38])([CH3:39])[CH2:34][N:35]2[Si:4]([CH:1]([CH3:2])[CH3:3])([CH:5]([CH3:6])[CH3:7])[CH:8]([CH3:9])[CH3:10])=[CH:31][C:30]=1[F:40]. The catalyst class is: 2. (2) Reactant: [CH:1]1([C:4]2[C:5]([NH:30][S:31]([CH3:34])(=[O:33])=[O:32])=[CH:6][C:7]3[O:11][C:10]([C:12]4[CH:17]=[CH:16][C:15]([O:18][C:19]5[CH:24]=[CH:23][C:22]([F:25])=[CH:21][CH:20]=5)=[CH:14][CH:13]=4)=[C:9]([C:26]([OH:28])=O)[C:8]=3[CH:29]=2)[CH2:3][CH2:2]1.C1N=C[N:37](C(N2C=NC=C2)=O)[CH:36]=1.Cl.CN.CCN(C(C)C)C(C)C. The catalyst class is: 3. Product: [CH3:36][NH:37][C:26]([C:9]1[C:8]2[CH:29]=[C:4]([CH:1]3[CH2:3][CH2:2]3)[C:5]([NH:30][S:31]([CH3:34])(=[O:33])=[O:32])=[CH:6][C:7]=2[O:11][C:10]=1[C:12]1[CH:13]=[CH:14][C:15]([O:18][C:19]2[CH:24]=[CH:23][C:22]([F:25])=[CH:21][CH:20]=2)=[CH:16][CH:17]=1)=[O:28]. (3) Reactant: [F:1][C:2]1[CH:9]=[C:8]([O:10][CH3:11])[C:7]([O:12][CH3:13])=[CH:6][C:3]=1[CH:4]=[O:5].[H-].[Na+].[Cl:16][C:17]1[C:27]([Cl:28])=[CH:26][C:20]2[NH:21][C:22](CCl)=[N:23][C:19]=2[CH:18]=1. The catalyst class is: 9. Product: [Cl:28][C:27]1[C:17]([Cl:16])=[CH:18][C:19]2[N:23]=[C:22]([CH2:11][O:10][C:8]3[C:7]([O:12][CH3:13])=[CH:6][C:3]([CH:4]=[O:5])=[C:2]([F:1])[CH:9]=3)[NH:21][C:20]=2[CH:26]=1.